From a dataset of Forward reaction prediction with 1.9M reactions from USPTO patents (1976-2016). Predict the product of the given reaction. (1) Given the reactants C([O:5][C:6](=O)[NH:7][C:8]1[S:9][C:10]2[C:16]([C:17]3[CH:22]=[CH:21][CH:20]=[CH:19][CH:18]=3)=[CH:15][CH:14]=[C:13]([O:23][CH3:24])[C:11]=2[N:12]=1)(C)(C)C.[CH2:26]1[C:35]2[C:30](=[CH:31][CH:32]=[CH:33][CH:34]=2)[CH2:29][CH2:28][NH:27]1, predict the reaction product. The product is: [CH3:24][O:23][C:13]1[C:11]2[N:12]=[C:8]([NH:7][C:6]([N:27]3[CH2:28][CH2:29][C:30]4[C:35](=[CH:34][CH:33]=[CH:32][CH:31]=4)[CH2:26]3)=[O:5])[S:9][C:10]=2[C:16]([C:17]2[CH:22]=[CH:21][CH:20]=[CH:19][CH:18]=2)=[CH:15][CH:14]=1. (2) Given the reactants F[C:2]1[N:7]2[CH:8]=[C:9]([CH2:11][N:12]3[C@H:25]4[C@H:16]([CH2:17][CH2:18][C:19]5[C:24]4=[N:23][CH:22]=[CH:21][CH:20]=5)[CH2:15][CH2:14][CH2:13]3)[N:10]=[C:6]2[CH:5]=[CH:4][CH:3]=1.[Cl-].[Na+].[CH3:28][N:29]([CH3:35])[CH:30]1[CH2:34][CH2:33][NH:32][CH2:31]1, predict the reaction product. The product is: [N:12]1([CH2:11][C:9]2[N:10]=[C:6]3[CH:5]=[CH:4][CH:3]=[C:2]([N:32]4[CH2:33][CH2:34][CH:30]([N:29]([CH3:35])[CH3:28])[CH2:31]4)[N:7]3[CH:8]=2)[C@H:25]2[C@H:16]([CH2:17][CH2:18][C:19]3[C:24]2=[N:23][CH:22]=[CH:21][CH:20]=3)[CH2:15][CH2:14][CH2:13]1. (3) Given the reactants [Br:1][C:2]1[CH:3]=C(O)[C:5](=[CH:8][CH:9]=1)C=O.[NH2:11][C:12]1[CH:17]=[CH:16][CH:15]=[CH:14][C:13]=1[OH:18].[C:19]([O-:22])(=O)[CH3:20].[Pb+4].C([O-])(=O)C.C([O-])(=O)C.C([O-])(=O)C.[OH-].[Na+], predict the reaction product. The product is: [O:18]1[C:13]2[CH:14]=[CH:15][CH:16]=[CH:17][C:12]=2[N:11]=[C:5]1[C:8]1[CH:9]=[C:2]([Br:1])[CH:3]=[CH:20][C:19]=1[OH:22]. (4) Given the reactants [Cl:1][C:2]1[CH:11]=[C:10]2[C:5]([C:6]([N:12]3[CH2:17][CH2:16][N:15]([C:18]([NH:20][C:21]4[CH:26]=[CH:25][CH:24]=[CH:23][C:22]=4[O:27]C)=[O:19])[CH2:14][CH2:13]3)=[CH:7][CH:8]=[N:9]2)=[CH:4][CH:3]=1.B(Br)(Br)Br, predict the reaction product. The product is: [Cl:1][C:2]1[CH:11]=[C:10]2[C:5]([C:6]([N:12]3[CH2:13][CH2:14][N:15]([C:18]([NH:20][C:21]4[CH:26]=[CH:25][CH:24]=[CH:23][C:22]=4[OH:27])=[O:19])[CH2:16][CH2:17]3)=[CH:7][CH:8]=[N:9]2)=[CH:4][CH:3]=1. (5) The product is: [C:34]([C:35]1[C:9](=[O:17])[C:8]2[C:13](=[CH:12][CH:11]=1)[C:14]1[C:6](=[CH:5][CH:4]=[CH:16][CH:15]=1)[CH:7]=2)([OH:33])=[O:36]. Given the reactants C([C:4]1[CH:16]=[CH:15][C:14]2[C:13]3[C:8](=[CH:9]C=[CH:11][CH:12]=3)[CH2:7][C:6]=2[CH:5]=1)(=O)C.[OH2:17].O.[Cr](O[Cr]([O-])(=O)=O)([O-])(=O)=O.[Na+].[Na+].C([O:33][C:34](=[O:36])[CH3:35])(=O)C, predict the reaction product. (6) Given the reactants [Cl:1][C:2]1[CH:3]=[CH:4][C:5]([CH:22]([F:24])[F:23])=[C:6]([C:8]2[C:13]([C:14]#[N:15])=[CH:12][N:11]([CH:16]([CH3:20])[C:17](O)=[O:18])[C:10](=[O:21])[CH:9]=2)[CH:7]=1.[NH2:25][C:26]1[CH:38]=[CH:37][C:29]([C:30]([O:32][C:33]([CH3:36])([CH3:35])[CH3:34])=[O:31])=[CH:28][CH:27]=1, predict the reaction product. The product is: [Cl:1][C:2]1[CH:3]=[CH:4][C:5]([CH:22]([F:24])[F:23])=[C:6]([C:8]2[C:13]([C:14]#[N:15])=[CH:12][N:11]([CH:16]([CH3:20])[C:17]([NH:25][C:26]3[CH:38]=[CH:37][C:29]([C:30]([O:32][C:33]([CH3:34])([CH3:35])[CH3:36])=[O:31])=[CH:28][CH:27]=3)=[O:18])[C:10](=[O:21])[CH:9]=2)[CH:7]=1.